This data is from Full USPTO retrosynthesis dataset with 1.9M reactions from patents (1976-2016). The task is: Predict the reactants needed to synthesize the given product. (1) The reactants are: [CH:1]12[CH2:7][CH:4]([CH:5]=[CH:6]1)[CH2:3][CH:2]2[OH:8].ClCCl.[C:12](OC(=O)C)(=[O:14])[CH3:13]. Given the product [CH:1]12[CH2:7][CH:4]([CH:5]=[CH:6]1)[CH2:3][CH:2]2[O:8][C:12](=[O:14])[CH3:13], predict the reactants needed to synthesize it. (2) Given the product [CH3:47][O:46][C:43]1[CH:42]=[CH:41][C:40]([CH2:39][N:8]([CH2:7][C:6]2[CH:48]=[CH:49][C:3]([O:2][CH3:1])=[CH:4][CH:5]=2)[C:9]2[N:10]=[CH:11][C:12]([C:15]3[C:16]4[CH2:29][CH2:28][N:27]([C:30]5[CH:31]=[CH:32][C:33]([C:34]([N:55]6[CH2:56][CH2:57][N:52]([CH2:50][CH3:51])[CH2:53][CH2:54]6)=[O:36])=[CH:37][CH:38]=5)[C:17]=4[N:18]=[C:19]([N:21]4[CH2:22][CH2:23][O:24][CH2:25][CH2:26]4)[N:20]=3)=[CH:13][N:14]=2)=[CH:45][CH:44]=1, predict the reactants needed to synthesize it. The reactants are: [CH3:1][O:2][C:3]1[CH:49]=[CH:48][C:6]([CH2:7][N:8]([CH2:39][C:40]2[CH:45]=[CH:44][C:43]([O:46][CH3:47])=[CH:42][CH:41]=2)[C:9]2[N:14]=[CH:13][C:12]([C:15]3[C:16]4[CH2:29][CH2:28][N:27]([C:30]5[CH:38]=[CH:37][C:33]([C:34]([OH:36])=O)=[CH:32][CH:31]=5)[C:17]=4[N:18]=[C:19]([N:21]4[CH2:26][CH2:25][O:24][CH2:23][CH2:22]4)[N:20]=3)=[CH:11][N:10]=2)=[CH:5][CH:4]=1.[CH2:50]([N:52]1[CH2:57][CH2:56][NH:55][CH2:54][CH2:53]1)[CH3:51]. (3) Given the product [OH:6][C@H:4]1[C@H:3]2[O:7][CH2:8][C@@H:9]([O:10][S:17]([C:14]3[CH:15]=[CH:16][C:11]([CH3:21])=[CH:12][CH:13]=3)(=[O:19])=[O:18])[C@H:2]2[O:1][CH2:5]1, predict the reactants needed to synthesize it. The reactants are: [O:1]1[CH2:5][C@@H:4]([OH:6])[C@H:3]2[O:7][CH2:8][C@@H:9]([OH:10])[C@@H:2]12.[C:11]1([CH3:21])[CH:16]=[CH:15][C:14]([S:17](Cl)(=[O:19])=[O:18])=[CH:13][CH:12]=1.O.[OH-].[K+]. (4) Given the product [Cl:19][C:20]1[CH:21]=[C:22]([C:28]([OH:30])=[O:29])[CH:23]=[N:24][C:25]=1[NH:26][NH:27][C:2]([NH:1][CH:4]1[C:10]2[CH:11]=[N:12][CH:13]=[CH:14][C:9]=2[CH2:8][CH2:7][C:6]2[CH:15]=[CH:16][CH:17]=[CH:18][C:5]1=2)=[S:3], predict the reactants needed to synthesize it. The reactants are: [N:1]([CH:4]1[C:10]2[CH:11]=[N:12][CH:13]=[CH:14][C:9]=2[CH2:8][CH2:7][C:6]2[CH:15]=[CH:16][CH:17]=[CH:18][C:5]1=2)=[C:2]=[S:3].[Cl:19][C:20]1[CH:21]=[C:22]([C:28]([OH:30])=[O:29])[CH:23]=[N:24][C:25]=1[NH:26][NH2:27]. (5) The reactants are: [CH3:1][O:2][C:3]1[CH:8]=[CH:7][C:6]([S:9]([N:12]2[CH2:18][C:17]3[CH:19]=[CH:20][C:21]([C:23]([O:25]C(C)C)=O)=[N:22][C:16]=3[O:15][CH2:14][CH2:13]2)(=[O:11])=[O:10])=[CH:5][CH:4]=1.[NH2:29][OH:30].[OH-].[Na+].Cl. Given the product [OH:30][NH:29][C:23]([C:21]1[CH:20]=[CH:19][C:17]2[CH2:18][N:12]([S:9]([C:6]3[CH:7]=[CH:8][C:3]([O:2][CH3:1])=[CH:4][CH:5]=3)(=[O:10])=[O:11])[CH2:13][CH2:14][O:15][C:16]=2[N:22]=1)=[O:25], predict the reactants needed to synthesize it. (6) Given the product [Cl:2][C:3]1[CH:4]=[C:5]2[C:10](=[CH:11][CH:12]=1)[N:9]=[C:8]([N:13]1[CH2:14][CH2:15][N:16]([C:27]([C:26]3[CH:30]=[C:31]([S:34]([CH3:37])(=[O:36])=[O:35])[CH:32]=[CH:33][C:25]=3[O:24][CH:19]3[CH2:23][CH2:22][CH2:21][CH2:20]3)=[O:28])[CH2:17][CH2:18]1)[CH:7]=[CH:6]2, predict the reactants needed to synthesize it. The reactants are: Cl.[Cl:2][C:3]1[CH:4]=[C:5]2[C:10](=[CH:11][CH:12]=1)[N:9]=[C:8]([N:13]1[CH2:18][CH2:17][NH:16][CH2:15][CH2:14]1)[CH:7]=[CH:6]2.[CH:19]1([O:24][C:25]2[CH:33]=[CH:32][C:31]([S:34]([CH3:37])(=[O:36])=[O:35])=[CH:30][C:26]=2[C:27](O)=[O:28])[CH2:23][CH2:22][CH2:21][CH2:20]1.C(OCC)(=O)C. (7) Given the product [NH2:1][C:2]([C:3]1[CH:4]=[CH:5][C:6]([CH2:7][NH2:8])=[CH:9][CH:10]=1)([C:11]1[N:15]([CH3:16])[CH:14]=[N:13][CH:12]=1)[C:17]1[CH:18]=[C:19]2[C:24](=[CH:25][CH:26]=1)[N:23]([CH3:27])[C:22](=[O:28])[CH:21]=[C:20]2[C:29]1[CH:34]=[CH:33][CH:32]=[C:31]([Cl:35])[CH:30]=1, predict the reactants needed to synthesize it. The reactants are: [NH2:1][C:2]([C:17]1[CH:18]=[C:19]2[C:24](=[CH:25][CH:26]=1)[N:23]([CH3:27])[C:22](=[O:28])[CH:21]=[C:20]2[C:29]1[CH:34]=[CH:33][CH:32]=[C:31]([Cl:35])[CH:30]=1)([C:11]1[N:15]([CH3:16])[CH:14]=[N:13][CH:12]=1)[C:3]1[CH:10]=[CH:9][C:6]([C:7]#[N:8])=[CH:5][CH:4]=1.